Dataset: Full USPTO retrosynthesis dataset with 1.9M reactions from patents (1976-2016). Task: Predict the reactants needed to synthesize the given product. (1) Given the product [C:1]([O:9][CH:10]1[CH:17]2[CH:16]([N:15]([CH2:42][C:43]3[CH:50]=[CH:49][C:46]([C:47]#[N:48])=[C:45]([Cl:51])[C:44]=3[CH3:52])[C:14](=[O:18])[CH2:13]2)[CH2:12][CH2:11]1)(=[O:8])[C:2]1[CH:3]=[CH:4][CH:5]=[CH:6][CH:7]=1, predict the reactants needed to synthesize it. The reactants are: [C:1]([O:9][CH:10]1[CH:17]2[CH:13]([C:14](=[O:18])[NH:15][CH2:16]2)[CH2:12][CH2:11]1)(=[O:8])[C:2]1[CH:7]=[CH:6][CH:5]=[CH:4][CH:3]=1.ClC1C(C)=C(N2C[C@@H]3[C@H](O)CC[C@@H]3C2=O)C=CC=1C#N.[H-].[Na+].Br[CH2:42][C:43]1[CH:50]=[CH:49][C:46]([C:47]#[N:48])=[C:45]([Cl:51])[C:44]=1[CH3:52]. (2) Given the product [CH2:1]=[C:25]([C:5]1[CH:6]=[C:7]([CH2:11][NH:12][C:13](=[O:19])[O:14][C:15]([CH3:18])([CH3:17])[CH3:16])[CH:8]=[N:9][CH:10]=1)[CH3:26], predict the reactants needed to synthesize it. The reactants are: [CH2:1](Cl)Cl.Br[C:5]1[CH:6]=[C:7]([CH2:11][NH:12][C:13](=[O:19])[O:14][C:15]([CH3:18])([CH3:17])[CH3:16])[CH:8]=[N:9][CH:10]=1.C(N([CH2:25][CH3:26])CC)C.